Dataset: Peptide-MHC class II binding affinity with 134,281 pairs from IEDB. Task: Regression. Given a peptide amino acid sequence and an MHC pseudo amino acid sequence, predict their binding affinity value. This is MHC class II binding data. (1) The peptide sequence is NKAGVRIYVDIVLNH. The MHC is DRB1_1201 with pseudo-sequence DRB1_1201. The binding affinity (normalized) is 0.275. (2) The peptide sequence is KLRSAGELELQFRRV. The MHC is DRB1_0901 with pseudo-sequence DRB1_0901. The binding affinity (normalized) is 0.421. (3) The peptide sequence is IVDMKILNHLIHKQN. The MHC is DRB1_1101 with pseudo-sequence DRB1_1101. The binding affinity (normalized) is 0.555. (4) The peptide sequence is MERRFTSHLPVAQRG. The MHC is DRB1_1301 with pseudo-sequence DRB1_1301. The binding affinity (normalized) is 0.723. (5) The peptide sequence is AGFFLLTRILTIPQS. The binding affinity (normalized) is 0.225. The MHC is DRB3_0101 with pseudo-sequence DRB3_0101. (6) The peptide sequence is IPFVHLGHRDALEDD. The MHC is HLA-DQA10101-DQB10501 with pseudo-sequence HLA-DQA10101-DQB10501. The binding affinity (normalized) is 0.443. (7) The MHC is HLA-DQA10301-DQB10302 with pseudo-sequence HLA-DQA10301-DQB10302. The binding affinity (normalized) is 0.396. The peptide sequence is EKKYFAATQFEPLAL. (8) The peptide sequence is LGGLWKTVSPHRSPI. The binding affinity (normalized) is 0.204. The MHC is DRB1_0701 with pseudo-sequence DRB1_0701.